Dataset: Full USPTO retrosynthesis dataset with 1.9M reactions from patents (1976-2016). Task: Predict the reactants needed to synthesize the given product. (1) The reactants are: O=S(Cl)[Cl:3].[NH2:5][C:6]1[N:15]2[N:16]=[C:17]([CH2:19][CH2:20][CH2:21]O)[N:18]=[C:14]2[C:13]2[CH:12]=[CH:11][CH:10]=[C:9]([O:23][CH3:24])[C:8]=2[N:7]=1. Given the product [Cl:3][CH2:21][CH2:20][CH2:19][C:17]1[N:18]=[C:14]2[N:15]([C:6]([NH2:5])=[N:7][C:8]3[C:9]([O:23][CH3:24])=[CH:10][CH:11]=[CH:12][C:13]=32)[N:16]=1, predict the reactants needed to synthesize it. (2) Given the product [NH3:3].[CH3:22][OH:21].[O:21]1[CH2:25][CH2:24][C@H:23]([O:26][C:27]2[CH:34]=[CH:33][C:32]([NH:35][C:2]3[N:7]=[C:6]([NH:8][CH:9]4[CH2:17][CH:16]5[N:12]([CH2:13][CH2:14][CH2:15]5)[C:11]([CH3:19])([CH3:18])[CH2:10]4)[C:5]([F:20])=[CH:4][N:3]=3)=[CH:31][C:28]=2[C:29]#[N:30])[CH2:22]1, predict the reactants needed to synthesize it. The reactants are: Cl[C:2]1[N:7]=[C:6]([NH:8][CH:9]2[CH2:17][CH:16]3[N:12]([CH2:13][CH2:14][CH2:15]3)[C:11]([CH3:19])([CH3:18])[CH2:10]2)[C:5]([F:20])=[CH:4][N:3]=1.[O:21]1[CH2:25][CH2:24][C@H:23]([O:26][C:27]2[CH:34]=[CH:33][C:32]([NH2:35])=[CH:31][C:28]=2[C:29]#[N:30])[CH2:22]1.